This data is from Full USPTO retrosynthesis dataset with 1.9M reactions from patents (1976-2016). The task is: Predict the reactants needed to synthesize the given product. (1) Given the product [CH2:1]([O:3][C:4]([N:6]1[CH2:11][CH2:10][N:9]([C:12]([CH:14]([C:26]([NH:28][C:29]2[CH:38]=[CH:37][C:36]3[C:31](=[CH:32][CH:33]=[CH:34][CH:35]=3)[CH:30]=2)=[O:27])[CH2:15][C:16]2[CH:21]=[CH:20][CH:19]=[C:18]([C:22]([OH:24])=[O:23])[CH:17]=2)=[O:13])[CH2:8][CH2:7]1)=[O:5])[CH3:2], predict the reactants needed to synthesize it. The reactants are: [CH2:1]([O:3][C:4]([N:6]1[CH2:11][CH2:10][N:9]([C:12]([CH:14]([C:26]([NH:28][C:29]2[CH:38]=[CH:37][C:36]3[C:31](=[CH:32][CH:33]=[CH:34][CH:35]=3)[CH:30]=2)=[O:27])[CH2:15][C:16]2[CH:21]=[CH:20][CH:19]=[C:18]([C:22]([O:24]C)=[O:23])[CH:17]=2)=[O:13])[CH2:8][CH2:7]1)=[O:5])[CH3:2].[Li+].[OH-]. (2) Given the product [N:29]1([C:27]([O:26][C:22]([CH3:25])([CH3:24])[CH3:23])=[O:28])[CH2:4][CH2:3][CH:2]([C:6]([O:8][C:9]2[CH:10]=[CH:11][CH:12]=[CH:13][CH:14]=2)=[O:7])[CH2:30]1, predict the reactants needed to synthesize it. The reactants are: N1(C(OC(C)(C)C)=O)C[CH2:4][CH2:3][CH:2]1[C:6]([O:8][C:9]1[CH:14]=[CH:13][CH:12]=[CH:11][CH:10]=1)=[O:7].[C:22]([O:26][C:27]([N:29]1CCC(C(O)=O)[CH2:30]1)=[O:28])([CH3:25])([CH3:24])[CH3:23].C1(O)C=CC=CC=1.C1CCC(N=C=NC2CCCCC2)CC1. (3) Given the product [C:14]([C:16]1[C:25]2[C:20](=[CH:21][CH:22]=[CH:23][CH:24]=2)[C:19]([O:11][CH:10]2[CH2:9][CH2:8][N:7]([CH3:12])[CH2:6][C:5]3[S:13][C:2]([CH3:1])=[CH:3][C:4]2=3)=[CH:18][CH:17]=1)#[N:15], predict the reactants needed to synthesize it. The reactants are: [CH3:1][C:2]1[S:13][C:5]2[CH2:6][N:7]([CH3:12])[CH2:8][CH2:9][CH:10]([OH:11])[C:4]=2[CH:3]=1.[C:14]([C:16]1[C:25]2[C:20](=[CH:21][CH:22]=[CH:23][CH:24]=2)[C:19](F)=[CH:18][CH:17]=1)#[N:15]. (4) The reactants are: [OH:1][CH:2]([CH3:31])[CH2:3][NH:4][C:5]1[C:6]([CH:8]=[C:9]([NH:13][C:14]2[C:23]3[C:18](=[CH:19][C:20]([O:26][CH2:27][CH2:28][O:29][CH3:30])=[C:21]([O:24][CH3:25])[CH:22]=3)[N:17]=[CH:16][N:15]=2)[C:10](=[O:12])[CH:11]=1)=[O:7].O.CN1CCC[C:35]1=[O:39]. Given the product [CH3:25][O:24][C:21]1[CH:22]=[C:23]2[C:18](=[CH:19][C:20]=1[O:26][CH2:27][CH2:28][O:29][CH3:30])[N:17]=[CH:16][N:15]=[C:14]2[NH:13][C:9]1[C:10]([CH:11]=[C:5]([N:4]2[CH2:3][CH:2]([CH3:31])[O:1][C:35]2=[O:39])[C:6](=[O:7])[CH:8]=1)=[O:12], predict the reactants needed to synthesize it. (5) Given the product [O:12]=[C:6]1[C:5]2[CH:13]=[CH:14][CH:15]=[CH:16][C:4]=2[C:3]2[C:8](=[N:9][CH:10]=[CH:11][C:2]=2[O:17][C:18]2[CH:19]=[CH:20][C:21]([C:37]([NH2:35])=[O:38])=[CH:22][CH:23]=2)[NH:7]1, predict the reactants needed to synthesize it. The reactants are: Cl[C:2]1[CH:11]=[CH:10][N:9]=[C:8]2[C:3]=1[C:4]1[CH:16]=[CH:15][CH:14]=[CH:13][C:5]=1[C:6](=[O:12])[NH:7]2.[OH:17][C:18]1[CH:23]=[CH:22][C:21](NC(=O)C)=[CH:20][CH:19]=1.C(=O)([O-])[O-].[K+].[K+].C[N:35]([CH:37]=[O:38])C.